This data is from Full USPTO retrosynthesis dataset with 1.9M reactions from patents (1976-2016). The task is: Predict the reactants needed to synthesize the given product. (1) Given the product [C:9]([O:13][C:14](=[O:37])[NH:15][C:16](=[NH:17])[C:18]1[S:19][C:20]([S:35][CH3:36])=[C:21]([S:23]([C:26]2[CH:27]=[CH:28][CH:29]=[C:30]([C:2]3[C:3]([CH3:8])=[N:4][CH:5]=[N:6][CH:7]=3)[CH:31]=2)(=[O:25])=[O:24])[CH:22]=1)([CH3:12])([CH3:10])[CH3:11], predict the reactants needed to synthesize it. The reactants are: Br[C:2]1[C:3]([CH3:8])=[N:4][CH:5]=[N:6][CH:7]=1.[C:9]([O:13][C:14](=[O:37])[NH:15][C:16]([C:18]1[S:19][C:20]([S:35][CH3:36])=[C:21]([S:23]([C:26]2[CH:31]=[CH:30][CH:29]=[C:28](B(O)O)[CH:27]=2)(=[O:25])=[O:24])[CH:22]=1)=[NH:17])([CH3:12])([CH3:11])[CH3:10].C([O-])([O-])=O.[Na+].[Na+].C(N(CC)CC)C.C([O-])(O)=O.[Na+]. (2) The reactants are: [C:1](/[CH:3]=[CH:4]/[S:5]([C:8]1[CH:13]=[CH:12][C:11]([C:14]([CH3:19])([CH3:18])[C:15]([OH:17])=O)=[CH:10][CH:9]=1)(=[O:7])=[O:6])#[N:2].[CH3:20][NH:21][CH2:22][C:23]1[CH:28]=[CH:27][CH:26]=[CH:25][CH:24]=1.Cl.CN(C)CCCN=C=NCC.ON1C2C=CC=CC=2N=N1. Given the product [CH2:22]([N:21]([CH3:20])[C:15](=[O:17])[C:14]([C:11]1[CH:10]=[CH:9][C:8]([S:5](/[CH:4]=[CH:3]/[C:1]#[N:2])(=[O:6])=[O:7])=[CH:13][CH:12]=1)([CH3:19])[CH3:18])[C:23]1[CH:28]=[CH:27][CH:26]=[CH:25][CH:24]=1, predict the reactants needed to synthesize it. (3) Given the product [CH2:1]([C:3]1[C:12]([C:13]2[S:17][C:16]([C:18]3[CH:19]=[CH:20][C:21]([O:26][CH:27]([CH3:28])[CH3:29])=[C:22]([CH:25]=3)[C:23]#[N:24])=[N:15][CH:14]=2)=[CH:11][CH:10]=[C:9]2[C:4]=1[CH2:5][CH2:6][N:7]([CH:41]([CH2:42][OH:43])[CH2:40][OH:39])[CH2:8]2)[CH3:2], predict the reactants needed to synthesize it. The reactants are: [CH2:1]([C:3]1[C:12]([C:13]2[S:17][C:16]([C:18]3[CH:19]=[CH:20][C:21]([O:26][CH:27]([CH3:29])[CH3:28])=[C:22]([CH:25]=3)[C:23]#[N:24])=[N:15][CH:14]=2)=[CH:11][CH:10]=[C:9]2[C:4]=1[CH2:5][CH2:6][NH:7][CH2:8]2)[CH3:2].CCN(CC)CC.CC1(C)[O:43][CH2:42][C:41](=O)[CH2:40][O:39]1.C(O[BH-](OC(=O)C)OC(=O)C)(=O)C.[Na+].